From a dataset of Reaction yield outcomes from USPTO patents with 853,638 reactions. Predict the reaction yield, written as a fraction of the theoretical maximum amount of product (1.0 means a 100% yield; for example, 0.34 means a 34% yield). The reactants are F[C:2]1[CH:15]=[CH:14][C:5]([C:6]([C:8]2[CH:13]=[CH:12][CH:11]=[CH:10][CH:9]=2)=[O:7])=[CH:4][CH:3]=1.[NH:16]([CH2:20][CH2:21][OH:22])[CH2:17][CH2:18][OH:19]. No catalyst specified. The product is [OH:19][CH2:18][CH2:17][N:16]([CH2:20][CH2:21][OH:22])[C:2]1[CH:15]=[CH:14][C:5]([C:6]([C:8]2[CH:13]=[CH:12][CH:11]=[CH:10][CH:9]=2)=[O:7])=[CH:4][CH:3]=1. The yield is 0.620.